Dataset: Reaction yield outcomes from USPTO patents with 853,638 reactions. Task: Predict the reaction yield, written as a fraction of the theoretical maximum amount of product (1.0 means a 100% yield; for example, 0.34 means a 34% yield). (1) The reactants are [CH3:1][C:2]1([CH3:23])[O:6][CH:5]([CH:7]([CH2:20][S:21][CH3:22])[CH2:8][NH:9]C(=O)OCC2C=CC=CC=2)[CH2:4][O:3]1.[OH-].[K+]. The catalyst is C(O)(C)C.C(Cl)Cl. The product is [NH3:9].[CH3:2][OH:3].[CH3:1][C:2]1([CH3:23])[O:6][CH:5]([CH:7]([CH2:20][S:21][CH3:22])[CH2:8][NH2:9])[CH2:4][O:3]1. The yield is 0.0700. (2) The reactants are [N+:1]([C:4]1[C:5]([NH2:19])=[N:6][CH:7]=[C:8](B2OC(C)(C)C(C)(C)O2)[CH:9]=1)([O-:3])=[O:2].[CH3:20][O:21][C:22]1[CH:23]=[C:24]2[C:29](=[CH:30][C:31]=1[O:32][CH3:33])[N:28]=[CH:27][CH:26]=[C:25]2[N:34]1[CH2:40][C:39]2[CH:41]=[C:42](Br)[CH:43]=[CH:44][C:38]=2[O:37][CH2:36][CH2:35]1.ClCCl.C(=O)([O-])[O-].[Cs+].[Cs+]. The catalyst is O1CCOCC1.O.C1C=CC(P(C2C=CC=CC=2)[C-]2C=CC=C2)=CC=1.C1C=CC(P(C2C=CC=CC=2)[C-]2C=CC=C2)=CC=1.Cl[Pd]Cl.[Fe+2]. The product is [CH3:20][O:21][C:22]1[CH:23]=[C:24]2[C:29](=[CH:30][C:31]=1[O:32][CH3:33])[N:28]=[CH:27][CH:26]=[C:25]2[N:34]1[CH2:40][C:39]2[CH:41]=[C:42]([C:8]3[CH:9]=[C:4]([N+:1]([O-:3])=[O:2])[C:5]([NH2:19])=[N:6][CH:7]=3)[CH:43]=[CH:44][C:38]=2[O:37][CH2:36][CH2:35]1. The yield is 0.760.